This data is from Full USPTO retrosynthesis dataset with 1.9M reactions from patents (1976-2016). The task is: Predict the reactants needed to synthesize the given product. (1) The reactants are: [Cl-].[CH2:2]([N+]1C=CN(C)C=1)C.[Sn](Cl)(Cl)(Cl)Cl.O.O.O.O.O.[OH-].[Na+].Cl.[C:23]([O-:28])(=[O:27])[CH:24]([CH3:26])[OH:25].[Na+].[C:30]([OH:35])(=[O:34])[CH:31]([CH3:33])[OH:32]. Given the product [C:23]([OH:28])(=[O:27])[CH:24]([CH3:26])[OH:25].[C:30]([O:35][CH3:2])(=[O:34])[CH:31]([CH3:33])[OH:32], predict the reactants needed to synthesize it. (2) Given the product [N:24]1[CH:29]=[CH:28][CH:27]=[CH:26][C:25]=1[S:30][CH2:2][C:3]1[N:4]=[C:5]2[CH:10]=[CH:9][CH:8]=[CH:7][N:6]2[C:11]=1[C:12]#[C:13][C:14]1[CH:19]=[CH:18][CH:17]=[C:16]([C:20]([F:23])([F:22])[F:21])[CH:15]=1, predict the reactants needed to synthesize it. The reactants are: Cl[CH2:2][C:3]1[N:4]=[C:5]2[CH:10]=[CH:9][CH:8]=[CH:7][N:6]2[C:11]=1[C:12]#[C:13][C:14]1[CH:19]=[CH:18][CH:17]=[C:16]([C:20]([F:23])([F:22])[F:21])[CH:15]=1.[N:24]1[CH:29]=[CH:28][CH:27]=[CH:26][C:25]=1[SH:30].C(=O)([O-])[O-].[Cs+].[Cs+].O. (3) Given the product [Br:1][C:2]1[N:3]=[C:4]2[C:10]([I:11])=[CH:9][NH:8][C:5]2=[N:6][CH:7]=1, predict the reactants needed to synthesize it. The reactants are: [Br:1][C:2]1[N:3]=[C:4]2[CH:10]=[CH:9][NH:8][C:5]2=[N:6][CH:7]=1.[I:11]N1C(=O)CCC1=O. (4) Given the product [C:22]([O:13][C:12]1[C:11]([CH3:14])=[CH:10][C:5]([C:6]([O:8][CH3:9])=[O:7])=[CH:4][C:3]=1[CH:1]=[O:2])(=[O:29])[C:23]1[CH:28]=[CH:27][CH:26]=[CH:25][CH:24]=1, predict the reactants needed to synthesize it. The reactants are: [CH:1]([C:3]1[CH:4]=[C:5]([CH:10]=[C:11]([CH3:14])[C:12]=1[OH:13])[C:6]([O:8][CH3:9])=[O:7])=[O:2].C(N(CC)CC)C.[C:22](Cl)(=[O:29])[C:23]1[CH:28]=[CH:27][CH:26]=[CH:25][CH:24]=1. (5) Given the product [NH2:35][C:33]1[S:34][C:3]([C:5]2[CH:31]=[CH:30][C:8]3[N:9]([C:12]4[CH:13]=[C:14]([NH:26][C:27](=[O:29])[CH3:28])[CH:15]=[C:16]([C:18]5[CH:23]=[CH:22][C:21]([F:24])=[CH:20][C:19]=5[F:25])[CH:17]=4)[CH:10]=[N:11][C:7]=3[CH:6]=2)=[CH:2][N:32]=1, predict the reactants needed to synthesize it. The reactants are: Br[CH2:2][C:3]([C:5]1[CH:31]=[CH:30][C:8]2[N:9]([C:12]3[CH:13]=[C:14]([NH:26][C:27](=[O:29])[CH3:28])[CH:15]=[C:16]([C:18]4[CH:23]=[CH:22][C:21]([F:24])=[CH:20][C:19]=4[F:25])[CH:17]=3)[CH:10]=[N:11][C:7]=2[CH:6]=1)=O.[NH2:32][C:33]([NH2:35])=[S:34].